Dataset: Forward reaction prediction with 1.9M reactions from USPTO patents (1976-2016). Task: Predict the product of the given reaction. Given the reactants [F:1][C:2]([F:12])([F:11])[C:3]1[CH:10]=[CH:9][CH:8]=[CH:7][C:4]=1[CH:5]=O.[NH2:13][C:14]1[CH:18]=[CH:17][NH:16][N:15]=1.[C:19]([O:25][CH2:26][CH3:27])(=[O:24])[CH2:20][C:21]([CH3:23])=O, predict the reaction product. The product is: [CH3:23][C:21]1[NH:13][C:14]2=[N:15][NH:16][CH:17]=[C:18]2[CH:5]([C:4]2[CH:7]=[CH:8][CH:9]=[CH:10][C:3]=2[C:2]([F:12])([F:11])[F:1])[C:20]=1[C:19]([O:25][CH2:26][CH3:27])=[O:24].